Dataset: Reaction yield outcomes from USPTO patents with 853,638 reactions. Task: Predict the reaction yield, written as a fraction of the theoretical maximum amount of product (1.0 means a 100% yield; for example, 0.34 means a 34% yield). (1) The reactants are [S:1]1[CH:5]=[C:4]([CH2:6][N:7]2[C:15]3[C:10](=[CH:11][C:12]([NH:16][C:17]4[C:26]5[C:21](=[CH:22][CH:23]=[CH:24][C:25]=5[O:27][C@@H:28]([CH3:33])[C:29](OC)=[O:30])[N:20]=[CH:19][N:18]=4)=[CH:13][CH:14]=3)[CH:9]=[N:8]2)[N:3]=[CH:2]1.[CH3:34][NH:35][CH3:36]. No catalyst specified. The product is [CH3:34][N:35]([CH3:36])[C:29](=[O:30])[C@@H:28]([O:27][C:25]1[CH:24]=[CH:23][CH:22]=[C:21]2[C:26]=1[C:17]([NH:16][C:12]1[CH:11]=[C:10]3[C:15](=[CH:14][CH:13]=1)[N:7]([CH2:6][C:4]1[N:3]=[CH:2][S:1][CH:5]=1)[N:8]=[CH:9]3)=[N:18][CH:19]=[N:20]2)[CH3:33]. The yield is 0.580. (2) The reactants are [CH3:1][C:2]1[N:7]=[C:6]([C:8]([OH:10])=O)[CH:5]=[CH:4][CH:3]=1.CCN(C(C)C)C(C)C.CN(C(ON1N=NC2C=CC=CC1=2)=[N+](C)C)C.[B-](F)(F)(F)F.[C@@H:42]12[CH2:48][C@@H:47]1[CH2:46][C@@H:45]([CH2:49][NH:50][C:51]1[CH:56]=[CH:55][C:54]([C:57]([F:60])([F:59])[F:58])=[CH:53][N:52]=1)[NH:44][CH2:43]2. The catalyst is CN(C=O)C.CCOC(C)=O. The product is [CH3:1][C:2]1[N:7]=[C:6]([C:8]([N:44]2[C@H:45]([CH2:49][NH:50][C:51]3[CH:56]=[CH:55][C:54]([C:57]([F:58])([F:59])[F:60])=[CH:53][N:52]=3)[CH2:46][C@@H:47]3[C@@H:42]([CH2:48]3)[CH2:43]2)=[O:10])[CH:5]=[CH:4][CH:3]=1. The yield is 0.310.